Task: Regression. Given two drug SMILES strings and cell line genomic features, predict the synergy score measuring deviation from expected non-interaction effect.. Dataset: NCI-60 drug combinations with 297,098 pairs across 59 cell lines (1) Synergy scores: CSS=64.1, Synergy_ZIP=-3.73, Synergy_Bliss=-4.16, Synergy_Loewe=-24.5, Synergy_HSA=0.500. Drug 1: CC1=C(N=C(N=C1N)C(CC(=O)N)NCC(C(=O)N)N)C(=O)NC(C(C2=CN=CN2)OC3C(C(C(C(O3)CO)O)O)OC4C(C(C(C(O4)CO)O)OC(=O)N)O)C(=O)NC(C)C(C(C)C(=O)NC(C(C)O)C(=O)NCCC5=NC(=CS5)C6=NC(=CS6)C(=O)NCCC[S+](C)C)O. Drug 2: CC1=C(C(=O)C2=C(C1=O)N3CC4C(C3(C2COC(=O)N)OC)N4)N. Cell line: HL-60(TB). (2) Drug 1: C1=NC2=C(N1)C(=S)N=C(N2)N. Drug 2: C1=CC=C(C=C1)NC(=O)CCCCCCC(=O)NO. Cell line: SNB-19. Synergy scores: CSS=-0.267, Synergy_ZIP=-2.02, Synergy_Bliss=-4.34, Synergy_Loewe=-5.55, Synergy_HSA=-5.45. (3) Drug 1: CCC1(CC2CC(C3=C(CCN(C2)C1)C4=CC=CC=C4N3)(C5=C(C=C6C(=C5)C78CCN9C7C(C=CC9)(C(C(C8N6C)(C(=O)OC)O)OC(=O)C)CC)OC)C(=O)OC)O.OS(=O)(=O)O. Drug 2: CC(C)CN1C=NC2=C1C3=CC=CC=C3N=C2N. Cell line: SK-OV-3. Synergy scores: CSS=-1.53, Synergy_ZIP=-2.04, Synergy_Bliss=-5.43, Synergy_Loewe=-8.34, Synergy_HSA=-5.88. (4) Drug 2: C#CCC(CC1=CN=C2C(=N1)C(=NC(=N2)N)N)C3=CC=C(C=C3)C(=O)NC(CCC(=O)O)C(=O)O. Synergy scores: CSS=29.6, Synergy_ZIP=-0.625, Synergy_Bliss=3.85, Synergy_Loewe=-86.9, Synergy_HSA=-5.38. Cell line: K-562. Drug 1: CNC(=O)C1=NC=CC(=C1)OC2=CC=C(C=C2)NC(=O)NC3=CC(=C(C=C3)Cl)C(F)(F)F. (5) Drug 1: CC1C(C(CC(O1)OC2CC(CC3=C2C(=C4C(=C3O)C(=O)C5=C(C4=O)C(=CC=C5)OC)O)(C(=O)CO)O)N)O.Cl. Drug 2: CC1=C(N=C(N=C1N)C(CC(=O)N)NCC(C(=O)N)N)C(=O)NC(C(C2=CN=CN2)OC3C(C(C(C(O3)CO)O)O)OC4C(C(C(C(O4)CO)O)OC(=O)N)O)C(=O)NC(C)C(C(C)C(=O)NC(C(C)O)C(=O)NCCC5=NC(=CS5)C6=NC(=CS6)C(=O)NCCC[S+](C)C)O. Cell line: IGROV1. Synergy scores: CSS=21.4, Synergy_ZIP=-4.27, Synergy_Bliss=3.05, Synergy_Loewe=4.69, Synergy_HSA=5.34. (6) Drug 1: CC(C)(C#N)C1=CC(=CC(=C1)CN2C=NC=N2)C(C)(C)C#N. Drug 2: CC=C1C(=O)NC(C(=O)OC2CC(=O)NC(C(=O)NC(CSSCCC=C2)C(=O)N1)C(C)C)C(C)C. Cell line: NCI-H322M. Synergy scores: CSS=3.26, Synergy_ZIP=1.45, Synergy_Bliss=3.85, Synergy_Loewe=-21.7, Synergy_HSA=-8.43. (7) Drug 1: CC12CCC(CC1=CCC3C2CCC4(C3CC=C4C5=CN=CC=C5)C)O. Drug 2: CNC(=O)C1=NC=CC(=C1)OC2=CC=C(C=C2)NC(=O)NC3=CC(=C(C=C3)Cl)C(F)(F)F. Cell line: TK-10. Synergy scores: CSS=12.2, Synergy_ZIP=-8.21, Synergy_Bliss=-9.71, Synergy_Loewe=-15.0, Synergy_HSA=-10.7.